This data is from Full USPTO retrosynthesis dataset with 1.9M reactions from patents (1976-2016). The task is: Predict the reactants needed to synthesize the given product. (1) Given the product [Cl:1][C:2]1[N:3]=[CH:4][C:5]2[CH:6]=[CH:7][C:8]3[C:14]4[C:15](=[N:19][OH:20])[CH2:16][CH2:17][C:13]=4[NH:12][C:9]=3[C:10]=2[CH:11]=1, predict the reactants needed to synthesize it. The reactants are: [Cl:1][C:2]1[N:3]=[CH:4][C:5]2[CH:6]=[CH:7][C:8]3[C:14]4[C:15](=O)[CH2:16][CH2:17][C:13]=4[NH:12][C:9]=3[C:10]=2[CH:11]=1.[NH2:19][OH:20].Cl.N1C=CC=CC=1. (2) Given the product [C:1]([O:5][C@@H:6]([C:12]1[C:13]([CH3:36])=[N:14][C:15]2[N:16]([N:30]=[C:31]([C:33]3[NH:44][C:41]4[CH:42]=[CH:43][C:38]([Cl:37])=[CH:39][C:40]=4[N:45]=3)[CH:32]=2)[C:17]=1[C:18]1[C:19]([CH3:29])=[C:20]2[C:25](=[C:26]([F:28])[CH:27]=1)[O:24][CH2:23][CH2:22][CH2:21]2)[C:7]([O:9][CH2:10][CH3:11])=[O:8])([CH3:4])([CH3:2])[CH3:3], predict the reactants needed to synthesize it. The reactants are: [C:1]([O:5][C@@H:6]([C:12]1[C:13]([CH3:36])=[N:14][C:15]2[N:16]([N:30]=[C:31]([C:33](O)=O)[CH:32]=2)[C:17]=1[C:18]1[C:19]([CH3:29])=[C:20]2[C:25](=[C:26]([F:28])[CH:27]=1)[O:24][CH2:23][CH2:22][CH2:21]2)[C:7]([O:9][CH2:10][CH3:11])=[O:8])([CH3:4])([CH3:3])[CH3:2].[Cl:37][C:38]1[CH:39]=[C:40]([NH2:45])[C:41]([NH2:44])=[CH:42][CH:43]=1.CCN(C(C)C)C(C)C.CN(C(ON1N=NC2C=CC=NC1=2)=[N+](C)C)C.F[P-](F)(F)(F)(F)F.